This data is from Catalyst prediction with 721,799 reactions and 888 catalyst types from USPTO. The task is: Predict which catalyst facilitates the given reaction. (1) Reactant: [NH2:1][C:2]1[C:3]([N+:21]([O-])=O)=[C:4]([C:8]2[CH:9]=[C:10]([NH:15][CH2:16][CH2:17][N:18]([CH3:20])[CH3:19])[CH:11]=[C:12]([F:14])[CH:13]=2)[CH:5]=[N:6][CH:7]=1. Product: [CH3:19][N:18]([CH3:20])[CH2:17][CH2:16][NH:15][C:10]1[CH:9]=[C:8]([C:4]2[C:3]([NH2:21])=[C:2]([NH2:1])[CH:7]=[N:6][CH:5]=2)[CH:13]=[C:12]([F:14])[CH:11]=1. The catalyst class is: 19. (2) Reactant: [OH-].[Na+].C[O:4][C:5](=[O:15])[C:6]1[CH:11]=[CH:10][CH:9]=[C:8]([CH2:12][O:13][CH3:14])[CH:7]=1. Product: [CH3:14][O:13][CH2:12][C:8]1[CH:7]=[C:6]([CH:11]=[CH:10][CH:9]=1)[C:5]([OH:15])=[O:4]. The catalyst class is: 111. (3) Reactant: Cl.[NH2:2][CH2:3][C:4]1[CH:12]=[CH:11][CH:10]=[C:9]2[C:5]=1[C:6](=[O:22])[N:7]([CH:14]1[CH2:19][CH2:18][C:17](=[O:20])[NH:16][C:15]1=[O:21])[C:8]2=[O:13].N12CCCN=C1CCCCC2.ON1C2C=CC=CC=2N=N1.[F:44][C:45]([F:58])([F:57])[O:46][C:47]1[CH:52]=[CH:51][C:50]([CH2:53][C:54](O)=[O:55])=[CH:49][CH:48]=1.Cl.CN(C)CCCN=C=NCC. Product: [O:21]=[C:15]1[CH:14]([N:7]2[C:6](=[O:22])[C:5]3[C:9](=[CH:10][CH:11]=[CH:12][C:4]=3[CH2:3][NH:2][C:54](=[O:55])[CH2:53][C:50]3[CH:51]=[CH:52][C:47]([O:46][C:45]([F:57])([F:44])[F:58])=[CH:48][CH:49]=3)[C:8]2=[O:13])[CH2:19][CH2:18][C:17](=[O:20])[NH:16]1. The catalyst class is: 10.